From a dataset of Forward reaction prediction with 1.9M reactions from USPTO patents (1976-2016). Predict the product of the given reaction. (1) Given the reactants [CH3:1][N:2]1[CH:6]=[C:5]([NH2:7])[CH:4]=[N:3]1.[NH2:8][C:9]1[C:10]([C:16](O)=[O:17])=[N:11][C:12]([Br:15])=[CH:13][CH:14]=1.C1CN([P+](ON2N=NC3C=CC=CC2=3)(N2CCCC2)N2CCCC2)CC1.F[P-](F)(F)(F)(F)F.C(N(C(C)C)CC)(C)C, predict the reaction product. The product is: [NH2:8][C:9]1[C:10]([C:16]([NH:7][C:5]2[CH:4]=[N:3][N:2]([CH3:1])[CH:6]=2)=[O:17])=[N:11][C:12]([Br:15])=[CH:13][CH:14]=1. (2) Given the reactants [C:1]([O:5][C:6]([N:8]1[C:16]2[CH2:15][CH2:14][N:13]([C:17]([O:19][C:20]([CH3:23])([CH3:22])[CH3:21])=[O:18])[CH2:12][C:11]=2[CH:10]=[C:9]1[CH2:24][O:25][Si](C(C)(C)C)(C1C=CC=CC=1)C1C=CC=CC=1)=[O:7])([CH3:4])([CH3:3])[CH3:2].F.C(OCC)(=O)C, predict the reaction product. The product is: [C:1]([O:5][C:6]([N:8]1[C:16]2[CH2:15][CH2:14][N:13]([C:17]([O:19][C:20]([CH3:23])([CH3:22])[CH3:21])=[O:18])[CH2:12][C:11]=2[CH:10]=[C:9]1[CH2:24][OH:25])=[O:7])([CH3:4])([CH3:2])[CH3:3]. (3) Given the reactants [F:1][C:2]1[C:7]([F:8])=[CH:6][C:5]([F:9])=[C:4]([F:10])[C:3]=1[CH2:11][C@H:12](O)[CH3:13].CCN(CC)CC.[CH3:22][S:23](Cl)(=[O:25])=[O:24].C([O-])(O)=O.[Na+], predict the reaction product. The product is: [F:9][C:5]1[CH:6]=[C:7]([F:8])[C:2]([F:1])=[C:3]([CH2:11][C@H:12]([S:23]([CH3:22])(=[O:25])=[O:24])[CH3:13])[C:4]=1[F:10]. (4) Given the reactants Br[C:2]1[CH:3]=[N:4][N:5]2[C:10]([O:11][CH3:12])=[C:9]([CH:13]([CH3:15])[CH3:14])[C:8]([CH3:16])=[N:7][C:6]=12.CC1(C)C(C)(C)OB([C:25]2[CH:26]=[N:27][N:28]([CH2:30][O:31][CH2:32][CH2:33][Si:34]([CH3:37])([CH3:36])[CH3:35])[CH:29]=2)O1.C([O-])([O-])=O.[Cs+].[Cs+], predict the reaction product. The product is: [CH:13]([C:9]1[C:8]([CH3:16])=[N:7][C:6]2[N:5]([N:4]=[CH:3][C:2]=2[C:25]2[CH:26]=[N:27][N:28]([CH2:30][O:31][CH2:32][CH2:33][Si:34]([CH3:37])([CH3:36])[CH3:35])[CH:29]=2)[C:10]=1[O:11][CH3:12])([CH3:15])[CH3:14]. (5) Given the reactants [F:1][C:2]1[C:3]([C:24]2[CH2:29][CH2:28][CH2:27][C@@H:26]([NH:30][C:31]([NH:33][C:34]3[S:35][CH:36]=[CH:37][N:38]=3)=[O:32])[CH:25]=2)=[N:4][C:5]([NH:11][C:12]2[CH:17]=[CH:16][C:15]([N:18]3[CH2:23][CH2:22][O:21][CH2:20][CH2:19]3)=[CH:14][CH:13]=2)=[C:6]([CH:10]=1)[C:7]([NH2:9])=[O:8].FC1C(C2CCC[C@H](NC(NC3SC=CN=3)=O)C=2)=NC(NC2C=CC(N3CCOCC3)=CC=2)=C(C=1)C(N)=O, predict the reaction product. The product is: [F:1][C:2]1[C:3]([C:24]2[CH2:29][CH2:28][CH2:27][CH:26]([NH:30][C:31]([NH:33][C:34]3[S:35][CH:36]=[CH:37][N:38]=3)=[O:32])[CH:25]=2)=[N:4][C:5]([NH:11][C:12]2[CH:17]=[CH:16][C:15]([N:18]3[CH2:23][CH2:22][O:21][CH2:20][CH2:19]3)=[CH:14][CH:13]=2)=[C:6]([CH:10]=1)[C:7]([NH2:9])=[O:8]. (6) Given the reactants [NH2:1][C:2]1[C:7]([C:8]([F:11])([F:10])[F:9])=[CH:6][CH:5]=[CH:4][C:3]=1[C:12]([C:14]1[CH:19]=[CH:18][CH:17]=[C:16]([OH:20])[CH:15]=1)=O.[Cl:21][C:22]1[CH:27]=[CH:26][CH:25]=[CH:24][C:23]=1[CH2:28][CH:29]=O, predict the reaction product. The product is: [Cl:21][C:22]1[CH:27]=[CH:26][CH:25]=[CH:24][C:23]=1[C:28]1[CH:29]=[N:1][C:2]2[C:3]([C:12]=1[C:14]1[CH:15]=[C:16]([OH:20])[CH:17]=[CH:18][CH:19]=1)=[CH:4][CH:5]=[CH:6][C:7]=2[C:8]([F:11])([F:10])[F:9]. (7) Given the reactants [H-].[H-].[H-].[H-].[Li+].[Al+3].[Br:7][C:8]1[CH:13]=[CH:12][C:11]([C:14]2([C:21]3[CH:26]=[CH:25][CH:24]=[C:23]([O:27][CH3:28])[CH:22]=3)[CH2:19][NH:18][C:17](=O)[CH2:16][O:15]2)=[CH:10][CH:9]=1.O.[OH-].[Na+], predict the reaction product. The product is: [Br:7][C:8]1[CH:9]=[CH:10][C:11]([C:14]2([C:21]3[CH:26]=[CH:25][CH:24]=[C:23]([O:27][CH3:28])[CH:22]=3)[O:15][CH2:16][CH2:17][NH:18][CH2:19]2)=[CH:12][CH:13]=1.